This data is from Reaction yield outcomes from USPTO patents with 853,638 reactions. The task is: Predict the reaction yield, written as a fraction of the theoretical maximum amount of product (1.0 means a 100% yield; for example, 0.34 means a 34% yield). (1) The reactants are Br[C:2]1[CH:7]=[C:6]([N+:8]([O-:10])=[O:9])[CH:5]=[C:4]([F:11])[C:3]=1[NH2:12].[CH3:13][C:14]([CH3:18])([CH3:17])[C:15]#[CH:16]. The catalyst is CCN(CC)CC.[Cu]I.Cl[Pd](Cl)([P](C1C=CC=CC=1)(C1C=CC=CC=1)C1C=CC=CC=1)[P](C1C=CC=CC=1)(C1C=CC=CC=1)C1C=CC=CC=1. The product is [CH3:13][C:14]([CH3:18])([CH3:17])[C:15]#[C:16][C:2]1[CH:7]=[C:6]([N+:8]([O-:10])=[O:9])[CH:5]=[C:4]([F:11])[C:3]=1[NH2:12]. The yield is 0.360. (2) The reactants are C(OCOC([C:9]1[CH:14]=[C:13]([CH3:15])[C:12]([F:16])=[CH:11][C:10]=1[B:17]1[O:21][C:20]([CH3:23])([CH3:22])C(C)(C)[O:18]1)(C)C)C.Cl. The catalyst is C1COCC1. The product is [F:16][C:12]1[C:13]([CH3:15])=[CH:14][C:9]2[C:20]([CH3:22])([CH3:23])[O:21][B:17]([OH:18])[C:10]=2[CH:11]=1. The yield is 0.640. (3) The reactants are [NH2:1][C:2]1[CH:3]=[C:4]([OH:12])[C:5](=[CH:10][CH:11]=1)[C:6]([O:8][CH3:9])=[O:7].[C:13]1([C:23]2[CH:28]=[CH:27][CH:26]=[CH:25][CH:24]=2)[CH:18]=[CH:17][C:16]([S:19](Cl)(=[O:21])=[O:20])=[CH:15][CH:14]=1. No catalyst specified. The product is [C:13]1([C:23]2[CH:28]=[CH:27][CH:26]=[CH:25][CH:24]=2)[CH:18]=[CH:17][C:16]([S:19]([NH:1][C:2]2[CH:11]=[CH:10][C:5]([C:6]([O:8][CH3:9])=[O:7])=[C:4]([OH:12])[CH:3]=2)(=[O:21])=[O:20])=[CH:15][CH:14]=1. The yield is 0.560. (4) The reactants are C[O:2][C:3]1[CH:4]=[CH:5][C:6]2[S:10][C:9]([C:11]3[C:15]([CH3:16])=[N:14][NH:13][C:12]=3[NH2:17])=[N:8][C:7]=2[CH:18]=1.BrB(Br)Br.C(=O)([O-])[O-].[Na+].[Na+]. The catalyst is C(Cl)Cl. The product is [NH2:17][C:12]1[NH:13][N:14]=[C:15]([CH3:16])[C:11]=1[C:9]1[S:10][C:6]2[CH:5]=[CH:4][C:3]([OH:2])=[CH:18][C:7]=2[N:8]=1. The yield is 0.190. (5) The reactants are [F:1][C:2]1[CH:10]=[CH:9][C:5]([C:6](O)=[O:7])=[CH:4][CH:3]=1.[CH3:11][O:12][C:13](=[O:24])[C:14]1[CH:19]=[CH:18][C:17]([O:20][CH3:21])=[C:16]([CH3:22])[C:15]=1[NH2:23].O. The catalyst is ClCCl.N1C=CC=CC=1. The product is [CH3:11][O:12][C:13](=[O:24])[C:14]1[CH:19]=[CH:18][C:17]([O:20][CH3:21])=[C:16]([CH3:22])[C:15]=1[NH:23][C:6](=[O:7])[C:5]1[CH:9]=[CH:10][C:2]([F:1])=[CH:3][CH:4]=1. The yield is 0.610. (6) The reactants are [C:1]([O:5][C:6]([C@@:8]12[CH2:15][CH:14](O)[CH2:13][C@@H:12]1[C:11](=[O:17])[N:10]([C@@H:18]([C:20]1[CH:25]=[CH:24][CH:23]=[CH:22][CH:21]=1)[CH3:19])[CH2:9]2)=[O:7])([CH3:4])([CH3:3])[CH3:2].COCCN(S(F)(F)[F:36])CCOC. The catalyst is C(Cl)Cl. The product is [C:1]([O:5][C:6]([C@:8]12[CH2:15][CH:14]([F:36])[CH2:13][C@H:12]1[C:11](=[O:17])[N:10]([C@@H:18]([C:20]1[CH:25]=[CH:24][CH:23]=[CH:22][CH:21]=1)[CH3:19])[CH2:9]2)=[O:7])([CH3:4])([CH3:3])[CH3:2]. The yield is 0.710.